From a dataset of Peptide-MHC class I binding affinity with 185,985 pairs from IEDB/IMGT. Regression. Given a peptide amino acid sequence and an MHC pseudo amino acid sequence, predict their binding affinity value. This is MHC class I binding data. (1) The peptide sequence is FLMRNAIQY. The MHC is HLA-A26:01 with pseudo-sequence HLA-A26:01. The binding affinity (normalized) is 0.274. (2) The peptide sequence is QEVVVLGSQE. The MHC is HLA-B40:01 with pseudo-sequence HLA-B40:01. The binding affinity (normalized) is 0.345. (3) The peptide sequence is EATARGARR. The MHC is HLA-A33:01 with pseudo-sequence HLA-A33:01. The binding affinity (normalized) is 0.667. (4) The peptide sequence is SIIQEKLGY. The MHC is HLA-B15:09 with pseudo-sequence HLA-B15:09. The binding affinity (normalized) is 0.0847. (5) The peptide sequence is SEAAYAKKI. The MHC is Mamu-B01 with pseudo-sequence Mamu-B01. The binding affinity (normalized) is 0.